Task: Predict the reaction yield, written as a fraction of the theoretical maximum amount of product (1.0 means a 100% yield; for example, 0.34 means a 34% yield).. Dataset: Reaction yield outcomes from USPTO patents with 853,638 reactions The reactants are [N:1]([C:4]1[CH:9]=[CH:8][C:7]([F:10])=[CH:6][C:5]=1[C:11]1[N:15]([CH:16]2[CH2:21][CH2:20][CH2:19][CH2:18][O:17]2)[N:14]=[CH:13][CH:12]=1)=[N+]=[N-]. The catalyst is ClC1C=CC=CC=1Cl. The product is [F:10][C:7]1[CH:8]=[CH:9][C:4]2[NH:1][C:12]3[CH:13]=[N:14][N:15]([CH:16]4[CH2:21][CH2:20][CH2:19][CH2:18][O:17]4)[C:11]=3[C:5]=2[CH:6]=1. The yield is 0.360.